This data is from Forward reaction prediction with 1.9M reactions from USPTO patents (1976-2016). The task is: Predict the product of the given reaction. Given the reactants [N:1]([CH2:4][C@@H:5]1[CH2:30][NH:29][C:9]2[C:10]3[C:11]4[CH:12]=[CH:13][C:14]([NH:21][C:22]5[CH:27]=[C:26]([F:28])[N:25]=[CH:24][N:23]=5)=[N:15][C:16]=4[CH:17]=[CH:18][C:19]=3[S:20][C:8]=2[C:7](=[O:31])[NH:6]1)=[N+]=[N-].C1(P(C2C=CC=CC=2)C2C=CC=CC=2)C=CC=CC=1, predict the reaction product. The product is: [NH2:1][CH2:4][C@@H:5]1[CH2:30][NH:29][C:9]2[C:10]3[C:11]4[CH:12]=[CH:13][C:14]([NH:21][C:22]5[CH:27]=[C:26]([F:28])[N:25]=[CH:24][N:23]=5)=[N:15][C:16]=4[CH:17]=[CH:18][C:19]=3[S:20][C:8]=2[C:7](=[O:31])[NH:6]1.